Dataset: Peptide-MHC class I binding affinity with 185,985 pairs from IEDB/IMGT. Task: Regression. Given a peptide amino acid sequence and an MHC pseudo amino acid sequence, predict their binding affinity value. This is MHC class I binding data. The peptide sequence is YRFRKSSKK. The MHC is HLA-B58:01 with pseudo-sequence HLA-B58:01. The binding affinity (normalized) is 0.0847.